The task is: Predict the reaction yield, written as a fraction of the theoretical maximum amount of product (1.0 means a 100% yield; for example, 0.34 means a 34% yield).. This data is from Reaction yield outcomes from USPTO patents with 853,638 reactions. (1) The reactants are [Na+].C([O:4][P:5]([C:8]([F:22])([F:21])[CH2:9][C@@H:10]([OH:20])[C@@H:11]([OH:19])[C@@H:12]([OH:18])[CH2:13][N:14]([CH:16]=[O:17])[OH:15])(=[O:7])[O-:6])C.N1C=CC=CC=1.C[Si](Br)(C)C. The product is [F:21][C:8]([P:5](=[O:4])([OH:6])[OH:7])([F:22])[CH2:9][C@@H:10]([OH:20])[C@@H:11]([OH:19])[C@@H:12]([OH:18])[CH2:13][N:14]([CH:16]=[O:17])[OH:15]. The yield is 0.660. The catalyst is C(Cl)Cl. (2) The yield is 0.0460. The reactants are [NH2:1][NH:2][C:3]([C:5]1[CH:6]=[C:7]2[C:11](=[CH:12][CH:13]=1)[NH:10][N:9]=[C:8]2[C:14]1[CH:19]=[CH:18][C:17]([F:20])=[CH:16][CH:15]=1)=O.CC1C=[C:25](C)[NH:24]N=1.C([N:30](CC)CC)C. The catalyst is O.C(O)CCC. The product is [F:20][C:17]1[CH:18]=[CH:19][C:14]([C:8]2[C:7]3[C:11](=[CH:12][CH:13]=[C:5]([C:3]4[NH:30][C:25]([NH2:24])=[N:1][N:2]=4)[CH:6]=3)[NH:10][N:9]=2)=[CH:15][CH:16]=1. (3) The reactants are [Br:1][CH2:2][CH2:3][CH2:4][CH2:5][C:6](Cl)=[O:7].C=[CH:10][CH2:11][CH:12]([OH:16])[CH2:13][CH:14]=[CH2:15].[CH2:17](N(CC)CC)C. The catalyst is C(Cl)Cl. The product is [Br:1][CH2:2][CH2:3][CH2:4][CH2:5][C:6]([O:16][CH:12]([CH:11]=[CH2:10])[CH2:13][CH2:14][CH:15]=[CH2:17])=[O:7]. The yield is 0.480. (4) The reactants are Br[CH2:2][C@H:3]([C:5]1[CH:6]=[N:7][CH:8]=[CH:9][CH:10]=1)[OH:4].[OH-].[Na+]. The catalyst is C1COCC1. The product is [O:4]1[CH2:2][C@@H:3]1[C:5]1[CH:6]=[N:7][CH:8]=[CH:9][CH:10]=1. The yield is 0.420. (5) The reactants are S(Cl)([Cl:3])=O.[CH3:5][O:6][C:7]1[N:12]=[CH:11][C:10]([CH2:13]O)=[CH:9][CH:8]=1. The catalyst is C(Cl)Cl. The product is [Cl:3][CH2:13][C:10]1[CH:9]=[CH:8][C:7]([O:6][CH3:5])=[N:12][CH:11]=1. The yield is 0.880. (6) The reactants are [Cl:1][C:2]1[C:3]([C:28]([O:30]CC)=[O:29])=[N:4][N:5]([C:14]2[CH:19]=[C:18]([C:20]([CH3:23])([CH3:22])[CH3:21])[N:17]=[C:16]([C:24]([CH3:27])([CH3:26])[CH3:25])[CH:15]=2)[C:6]=1[CH2:7][CH:8]1[CH2:13][CH2:12][CH2:11][CH2:10][CH2:9]1.O[Li].O. The catalyst is C1COCC1.O. The product is [Cl:1][C:2]1[C:3]([C:28]([OH:30])=[O:29])=[N:4][N:5]([C:14]2[CH:15]=[C:16]([C:24]([CH3:27])([CH3:25])[CH3:26])[N:17]=[C:18]([C:20]([CH3:23])([CH3:22])[CH3:21])[CH:19]=2)[C:6]=1[CH2:7][CH:8]1[CH2:9][CH2:10][CH2:11][CH2:12][CH2:13]1. The yield is 0.770. (7) The reactants are [Cl:1][C:2]1[CH:3]=[C:4]([CH:9]([CH2:13][CH:14]2[CH2:18][CH2:17][CH2:16][O:15]2)[C:10]([OH:12])=O)[CH:5]=[CH:6][C:7]=1[Cl:8].[NH2:19][C:20]1[S:21][CH:22]=[CH:23][N:24]=1.F[P-](F)(F)(F)(F)F.N1(O[P+](N(C)C)(N(C)C)N(C)C)C2C=CC=CC=2N=N1.C(N(CC)C(C)C)(C)C. The catalyst is CN(C)C=O.O. The product is [Cl:1][C:2]1[CH:3]=[C:4]([CH:9]([CH2:13][CH:14]2[CH2:18][CH2:17][CH2:16][O:15]2)[C:10]([NH:19][C:20]2[S:21][CH:22]=[CH:23][N:24]=2)=[O:12])[CH:5]=[CH:6][C:7]=1[Cl:8]. The yield is 0.884. (8) The reactants are [CH3:1][O:2][CH2:3][CH2:4][CH2:5][NH2:6].[S:7](N)([NH2:10])(=[O:9])=[O:8]. The catalyst is O1CCCC1. The product is [CH3:1][O:2][CH2:3][CH2:4][CH2:5][NH:6][S:7](=[O:9])(=[O:8])[NH2:10]. The yield is 0.240. (9) The catalyst is C(O)C.[Pd]. The yield is 1.00. The product is [F:14][CH2:13][C:12]1([NH:15][C:16](=[O:17])[O:18][C:19]([CH3:21])([CH3:20])[CH3:22])[CH2:11][CH2:10][NH:9][CH2:8]1. The reactants are C([CH:8]1[C:12]([NH:15][C:16]([O:18][C:19]([CH3:22])([CH3:21])[CH3:20])=[O:17])([CH2:13][F:14])[CH2:11][CH2:10][N:9]1C(OCC)=O)C1C=CC=CC=1.C([O-])=O.[NH4+]. (10) The reactants are [F:1][C:2]([F:27])([F:26])[C:3]1[C:12]([O:13][C@H:14]2[CH2:19][CH2:18][C@@H:17]([C:20]([F:23])([F:22])[F:21])[CH2:16][CH2:15]2)=[CH:11][CH:10]=[C:9]2[C:4]=1[CH:5]=[CH:6][C:7]([CH:24]=O)=[CH:8]2.[ClH:28].[NH2:29]O.Cl. The catalyst is C(O)C.[Pd]. The product is [ClH:28].[F:1][C:2]([F:27])([F:26])[C:3]1[C:12]([O:13][C@H:14]2[CH2:19][CH2:18][C@@H:17]([C:20]([F:23])([F:22])[F:21])[CH2:16][CH2:15]2)=[CH:11][CH:10]=[C:9]2[C:4]=1[CH:5]=[CH:6][C:7]([CH2:24][NH2:29])=[CH:8]2. The yield is 0.820.